From a dataset of Forward reaction prediction with 1.9M reactions from USPTO patents (1976-2016). Predict the product of the given reaction. (1) Given the reactants F[B-](F)(F)F.[CH:6]1([C:9]([NH:11][C:12]2[S:13][C:14]3[CH:20]=[C:19]([N+]#N)[CH:18]=[CH:17][C:15]=3[N:16]=2)=[O:10])[CH2:8][CH2:7]1.[N:23]1[N:24]=[C:25]([SH:32])[N:26]2[CH:31]=[CH:30][CH:29]=[CH:28][C:27]=12.C(=O)([O-])O.[Na+].C(#N)C, predict the reaction product. The product is: [N:23]1[N:24]=[C:25]([SH:32]=[C:19]2[CH:18]=[CH:17][C:15]3=[N:16][CH:12]([NH:11][C:9]([CH:6]4[CH2:7][CH2:8]4)=[O:10])[S:13][C:14]3=[CH:20]2)[N:26]2[CH:31]=[CH:30][CH:29]=[CH:28][C:27]=12. (2) The product is: [CH2:10]([N:1]1[CH2:6][CH2:5][CH2:4][CH2:3][C:2]1=[O:7])[C:11]1[CH:16]=[CH:15][CH:14]=[CH:13][CH:12]=1. Given the reactants [NH:1]1[CH2:6][CH2:5][CH2:4][CH2:3][C:2]1=[O:7].[H-].[Na+].[CH2:10](Br)[C:11]1[CH:16]=[CH:15][CH:14]=[CH:13][CH:12]=1.O, predict the reaction product.